This data is from Full USPTO retrosynthesis dataset with 1.9M reactions from patents (1976-2016). The task is: Predict the reactants needed to synthesize the given product. (1) Given the product [NH2:56][C:47]1[C:46]2=[N:45][N:44]([CH2:57][CH2:58][CH3:59])[C:43]([CH2:42][CH:39]3[CH2:40][CH2:41][N:36]([C:21](=[O:23])[CH2:20][CH2:19][CH2:18][N:17]4[C:13](=[O:25])[CH:14]=[CH:15][C:16]4=[O:24])[CH2:37][CH2:38]3)=[C:55]2[C:54]2[CH:53]=[CH:52][CH:51]=[CH:50][C:49]=2[N:48]=1, predict the reactants needed to synthesize it. The reactants are: Cl.CN(C)CCCN=C=NCC.[C:13]1(=[O:25])[N:17]([CH2:18][CH2:19][CH2:20][C:21]([OH:23])=O)[C:16](=[O:24])[CH:15]=[CH:14]1.ON1C2C=CC=CC=2N=N1.[NH:36]1[CH2:41][CH2:40][CH:39]([CH2:42][C:43]2[N:44]([CH2:57][CH2:58][CH3:59])[N:45]=[C:46]3[C:55]=2[C:54]2[CH:53]=[CH:52][CH:51]=[CH:50][C:49]=2[N:48]=[C:47]3[NH2:56])[CH2:38][CH2:37]1. (2) Given the product [OH:22][C:20]1([S:29]([OH:32])(=[O:31])=[O:30])[CH2:2][CH2:1][C:12]2[C:11](=[CH:10][C:9]([O:8][CH3:7])=[C:14]([O:15][CH3:16])[C:13]=2[O:17][CH3:18])[CH2:19]1, predict the reactants needed to synthesize it. The reactants are: [C:1](Cl)(=O)[C:2](Cl)=O.[CH3:7][O:8][C:9]1[CH:10]=[C:11]([CH2:19][C:20]([OH:22])=O)[CH:12]=[C:13]([O:17][CH3:18])[C:14]=1[O:15][CH3:16].[Cl-].[Al+3].[Cl-].[Cl-].C=C.[S:29](=[O:32])([OH:31])[O-:30].[Na+]. (3) Given the product [CH2:2]([CH:3]([NH:29][C:28]1[CH:27]=[C:26]([F:25])[C:32]([F:33])=[C:31]([F:34])[CH:30]=1)[CH2:4][CH3:5])[CH3:1], predict the reactants needed to synthesize it. The reactants are: [CH3:1][CH2:2][C:3](=O)[CH2:4][CH3:5].C(O)(=O)C.C(O[BH-](OC(=O)C)OC(=O)C)(=O)C.[Na+].[F:25][C:26]1[CH:27]=[C:28]([CH:30]=[C:31]([F:34])[C:32]=1[F:33])[NH2:29]. (4) Given the product [Cl:1][C:2]1[C:3]([C:16]2[CH:17]=[N:18][C:19]([O:39][C:32]3[CH:33]=[C:34]([F:38])[CH:35]=[C:36]([F:37])[C:31]=3[F:30])=[C:20]([Cl:22])[CH:21]=2)=[CH:4][C:5]([F:15])=[C:6]([CH:14]=1)[C:7]([NH:9][S:10]([CH3:13])(=[O:12])=[O:11])=[O:8], predict the reactants needed to synthesize it. The reactants are: [Cl:1][C:2]1[C:3]([C:16]2[CH:17]=[N:18][C:19](F)=[C:20]([Cl:22])[CH:21]=2)=[CH:4][C:5]([F:15])=[C:6]([CH:14]=1)[C:7]([NH:9][S:10]([CH3:13])(=[O:12])=[O:11])=[O:8].C([O-])([O-])=O.[Cs+].[Cs+].[F:30][C:31]1[C:36]([F:37])=[CH:35][C:34]([F:38])=[CH:33][C:32]=1[OH:39]. (5) Given the product [CH3:1][O:2][C:3]([C:5]1[C:10]([F:13])=[CH:9][C:8]([Br:11])=[C:7]([NH2:12])[N:6]=1)=[O:4], predict the reactants needed to synthesize it. The reactants are: [CH3:1][O:2][C:3]([C:5]1[CH:10]=[CH:9][C:8]([Br:11])=[C:7]([NH2:12])[N:6]=1)=[O:4].[F:13][B-](F)(F)F.F[B-](F)(F)F.ClC[N+]12CC[N+](F)(CC1)CC2.